From a dataset of Forward reaction prediction with 1.9M reactions from USPTO patents (1976-2016). Predict the product of the given reaction. (1) Given the reactants [Br:1][C:2]1[C:7]2[NH:8][C:9]3[CH:10]=[CH:11][C:12]([F:15])=[CH:13][C:14]=3[C:6]=2[C:5](Cl)=[N:4][CH:3]=1.CO.[CH3:19][NH2:20], predict the reaction product. The product is: [Br:1][C:2]1[C:7]2[NH:8][C:9]3[CH:10]=[CH:11][C:12]([F:15])=[CH:13][C:14]=3[C:6]=2[C:5]([NH:20][CH3:19])=[N:4][CH:3]=1. (2) The product is: [Br:12][CH2:13][CH2:14][O:1][C:2]1[CH:3]=[C:4]2[C:9](=[CH:10][CH:11]=1)[N:8]=[CH:7][CH:6]=[CH:5]2. Given the reactants [OH:1][C:2]1[CH:3]=[C:4]2[C:9](=[CH:10][CH:11]=1)[N:8]=[CH:7][CH:6]=[CH:5]2.[Br:12][CH2:13][CH2:14]Br, predict the reaction product. (3) Given the reactants [Si]([O:18][CH2:19][C:20]([C:23]1[S:24][C:25]([C:28]2[CH:29]=[C:30]([NH:34][C:35]3[N:40]=[C:39]([C:41]([F:44])([F:43])[F:42])[CH:38]=[CH:37][N:36]=3)[CH:31]=[CH:32][CH:33]=2)=[CH:26][N:27]=1)([CH3:22])[CH3:21])(C(C)(C)C)(C1C=CC=CC=1)C1C=CC=CC=1.CCCC[N+](CCCC)(CCCC)CCCC.[F-], predict the reaction product. The product is: [CH3:22][C:20]([C:23]1[S:24][C:25]([C:28]2[CH:33]=[CH:32][CH:31]=[C:30]([NH:34][C:35]3[N:40]=[C:39]([C:41]([F:44])([F:42])[F:43])[CH:38]=[CH:37][N:36]=3)[CH:29]=2)=[CH:26][N:27]=1)([CH3:21])[CH2:19][OH:18].